Regression. Given two drug SMILES strings and cell line genomic features, predict the synergy score measuring deviation from expected non-interaction effect. From a dataset of NCI-60 drug combinations with 297,098 pairs across 59 cell lines. (1) Synergy scores: CSS=73.2, Synergy_ZIP=6.57, Synergy_Bliss=4.28, Synergy_Loewe=-32.6, Synergy_HSA=-0.922. Drug 2: CN(CC1=CN=C2C(=N1)C(=NC(=N2)N)N)C3=CC=C(C=C3)C(=O)NC(CCC(=O)O)C(=O)O. Drug 1: C(=O)(N)NO. Cell line: HCT116. (2) Drug 1: CC12CCC3C(C1CCC2=O)CC(=C)C4=CC(=O)C=CC34C. Drug 2: C1C(C(OC1N2C=C(C(=O)NC2=O)F)CO)O. Cell line: NCIH23. Synergy scores: CSS=67.2, Synergy_ZIP=-2.66, Synergy_Bliss=0.331, Synergy_Loewe=-2.82, Synergy_HSA=3.15. (3) Drug 1: C1CCC(CC1)NC(=O)N(CCCl)N=O. Drug 2: CC1=C(C=C(C=C1)NC(=O)C2=CC=C(C=C2)CN3CCN(CC3)C)NC4=NC=CC(=N4)C5=CN=CC=C5. Cell line: HS 578T. Synergy scores: CSS=7.81, Synergy_ZIP=-6.15, Synergy_Bliss=-3.58, Synergy_Loewe=-8.33, Synergy_HSA=-4.03. (4) Drug 1: C1CC(=O)NC(=O)C1N2CC3=C(C2=O)C=CC=C3N. Drug 2: C1=NC2=C(N1)C(=S)N=CN2. Cell line: HCT-15. Synergy scores: CSS=18.1, Synergy_ZIP=-6.07, Synergy_Bliss=-1.91, Synergy_Loewe=-0.528, Synergy_HSA=-0.522. (5) Drug 1: CC1=C2C(C(=O)C3(C(CC4C(C3C(C(C2(C)C)(CC1OC(=O)C(C(C5=CC=CC=C5)NC(=O)C6=CC=CC=C6)O)O)OC(=O)C7=CC=CC=C7)(CO4)OC(=O)C)O)C)OC(=O)C. Drug 2: COCCOC1=C(C=C2C(=C1)C(=NC=N2)NC3=CC=CC(=C3)C#C)OCCOC.Cl. Cell line: OVCAR-5. Synergy scores: CSS=39.6, Synergy_ZIP=1.49, Synergy_Bliss=5.30, Synergy_Loewe=-22.1, Synergy_HSA=4.33. (6) Drug 1: C1CCC(CC1)NC(=O)N(CCCl)N=O. Drug 2: CC1=C2C(C(=O)C3(C(CC4C(C3C(C(C2(C)C)(CC1OC(=O)C(C(C5=CC=CC=C5)NC(=O)OC(C)(C)C)O)O)OC(=O)C6=CC=CC=C6)(CO4)OC(=O)C)O)C)O. Cell line: MDA-MB-231. Synergy scores: CSS=22.1, Synergy_ZIP=-13.1, Synergy_Bliss=-11.8, Synergy_Loewe=-43.0, Synergy_HSA=-8.43. (7) Drug 1: C1CCC(C1)C(CC#N)N2C=C(C=N2)C3=C4C=CNC4=NC=N3. Drug 2: C1C(C(OC1N2C=NC3=C2NC=NCC3O)CO)O. Cell line: NCI-H522. Synergy scores: CSS=8.99, Synergy_ZIP=-3.55, Synergy_Bliss=0.685, Synergy_Loewe=0.387, Synergy_HSA=0.906. (8) Drug 1: CC1=CC2C(CCC3(C2CCC3(C(=O)C)OC(=O)C)C)C4(C1=CC(=O)CC4)C. Drug 2: COC1=NC(=NC2=C1N=CN2C3C(C(C(O3)CO)O)O)N. Cell line: DU-145. Synergy scores: CSS=-8.35, Synergy_ZIP=2.71, Synergy_Bliss=-2.92, Synergy_Loewe=-7.39, Synergy_HSA=-7.42.